This data is from Catalyst prediction with 721,799 reactions and 888 catalyst types from USPTO. The task is: Predict which catalyst facilitates the given reaction. (1) Reactant: [C:1](Cl)(Cl)=[S:2].[NH2:5][C:6]1[CH:14]=[CH:13][C:9]([C:10]([NH2:12])=[O:11])=[CH:8][C:7]=1[CH3:15]. Product: [N:5]([C:6]1[CH:14]=[CH:13][C:9]([C:10]([NH2:12])=[O:11])=[CH:8][C:7]=1[CH3:15])=[C:1]=[S:2]. The catalyst class is: 685. (2) Reactant: C1COCC1.[C:6]1([N:12]2[C:16]([C:17]([F:20])([F:19])[F:18])=[C:15]([C:21](O)=[O:22])[CH:14]=[N:13]2)[CH:11]=[CH:10][CH:9]=[CH:8][CH:7]=1.[H-].[Al+3].[Li+].[H-].[H-].[H-].[OH-].[Na+]. Product: [C:6]1([N:12]2[C:16]([C:17]([F:20])([F:18])[F:19])=[C:15]([CH2:21][OH:22])[CH:14]=[N:13]2)[CH:7]=[CH:8][CH:9]=[CH:10][CH:11]=1. The catalyst class is: 6. (3) Reactant: C[O:2][C:3](=[O:33])[C@H:4]([CH2:17][C:18]1[CH:23]=[CH:22][C:21]([C:24]2[C:25](=[O:32])[N:26]([CH3:31])[CH:27]=[C:28]([Br:30])[CH:29]=2)=[CH:20][CH:19]=1)[NH:5][C:6]([C:8]1[CH:13]=[C:12]([O:14][CH3:15])[CH:11]=[CH:10][C:9]=1[Br:16])=[O:7].O.[OH-].[Li+].CO.C(O)(=O)C. Product: [Br:16][C:9]1[CH:10]=[CH:11][C:12]([O:14][CH3:15])=[CH:13][C:8]=1[C:6]([NH:5][C@H:4]([C:3]([OH:33])=[O:2])[CH2:17][C:18]1[CH:19]=[CH:20][C:21]([C:24]2[C:25](=[O:32])[N:26]([CH3:31])[CH:27]=[C:28]([Br:30])[CH:29]=2)=[CH:22][CH:23]=1)=[O:7]. The catalyst class is: 20. (4) Reactant: [CH2:1]([O:3][C:4](=[O:13])[C:5]1[CH:10]=[C:9]([Cl:11])[C:8](Cl)=[N:7][CH:6]=1)[CH3:2].[C:14]([O:18][C:19]([N:21]1[CH2:26][CH2:25][NH:24][CH2:23][CH2:22]1)=[O:20])([CH3:17])([CH3:16])[CH3:15].CCN(C(C)C)C(C)C. Product: [C:14]([O:18][C:19]([N:21]1[CH2:26][CH2:25][N:24]([C:8]2[C:9]([Cl:11])=[CH:10][C:5]([C:4]([O:3][CH2:1][CH3:2])=[O:13])=[CH:6][N:7]=2)[CH2:23][CH2:22]1)=[O:20])([CH3:17])([CH3:15])[CH3:16]. The catalyst class is: 44.